From a dataset of Full USPTO retrosynthesis dataset with 1.9M reactions from patents (1976-2016). Predict the reactants needed to synthesize the given product. Given the product [NH:1]1[C:5]2[CH:6]=[CH:7][CH:8]=[CH:9][C:4]=2[NH:3][C:2]1=[C:10]([C:11]([C:13]1[CH:18]=[CH:17][CH:16]=[C:15]([CH:19]2[CH2:20][O:21][C:32](=[O:33])[O:22]2)[CH:14]=1)=[O:12])[C:23]([C:25]1[CH:30]=[CH:29][CH:28]=[C:27]([F:31])[CH:26]=1)=[O:24], predict the reactants needed to synthesize it. The reactants are: [NH:1]1[C:5]2[CH:6]=[CH:7][CH:8]=[CH:9][C:4]=2[NH:3][C:2]1=[C:10]([C:23]([C:25]1[CH:30]=[CH:29][CH:28]=[C:27]([F:31])[CH:26]=1)=[O:24])[C:11]([C:13]1[CH:18]=[CH:17][CH:16]=[C:15]([CH:19]([OH:22])[CH2:20][OH:21])[CH:14]=1)=[O:12].[C:32](N1C=CN=C1)(N1C=CN=C1)=[O:33].